From a dataset of Full USPTO retrosynthesis dataset with 1.9M reactions from patents (1976-2016). Predict the reactants needed to synthesize the given product. (1) Given the product [CH2:1]([N:5]1[C:13]2[C:8](=[N:9][C:10]([Cl:15])=[N:11][C:12]=2[Cl:14])[N:7]([CH3:19])[C:6]1=[O:16])[C:2]#[C:3][CH3:4], predict the reactants needed to synthesize it. The reactants are: [CH2:1]([N:5]1[C:13]2[C:8](=[N:9][C:10]([Cl:15])=[N:11][C:12]=2[Cl:14])[NH:7][C:6]1=[O:16])[C:2]#[C:3][CH3:4].CI.[C:19](=O)([O-])[O-].[K+].[K+].O. (2) Given the product [CH:14]([N:16]1[CH2:20][CH2:19][CH2:18][C:17]1=[O:21])=[CH2:15].[CH2:22]([CH:7]([CH2:1][CH2:2][CH2:3][CH3:4])[CH2:8][O:9][C:10](=[O:13])[CH:11]=[CH2:12])[CH3:23], predict the reactants needed to synthesize it. The reactants are: [CH2:1]([CH2:7][CH2:8][O:9][C:10](=[O:13])[CH:11]=[CH2:12])[CH2:2][CH2:3][CH2:4]CC.[CH:14]([N:16]1[CH2:20][CH2:19][CH2:18][C:17]1=[O:21])=[CH2:15].[CH2:22](OC(=O)C)[CH3:23].C(OOC(=O)CCCCCCCCCCC)(=O)CCCCCCCCCCC. (3) The reactants are: C(C1C=C(OC)C(F)=C(C=1)C=O)C.[CH2:14]([O:16][C:17]1[C:18]([F:29])=[C:19]([CH:25]([OH:28])[C:26]#[N:27])[CH:20]=[C:21]([CH2:23][CH3:24])[CH:22]=1)C. Given the product [CH2:23]([C:21]1[CH:22]=[C:17]([O:16][CH3:14])[C:18]([F:29])=[C:19]([CH:25]([OH:28])[C:26]#[N:27])[CH:20]=1)[CH3:24], predict the reactants needed to synthesize it. (4) Given the product [Cl:1][C:2]1[CH:3]=[CH:4][C:5]([C:42]#[N:43])=[C:6]([C:8]2[C:13]([O:14][CH3:15])=[CH:12][N:11]([CH:16]([CH2:34][C@@H:35]3[CH2:40][CH2:39][CH2:38][CH2:37][O:36]3)[C:17]([NH:19][C:20]3[CH:21]=[CH:22][C:23]4[N:24]([CH:26]=[C:27]([C:29]([OH:31])=[O:30])[N:28]=4)[CH:25]=3)=[O:18])[C:10](=[O:41])[CH:9]=2)[CH:7]=1, predict the reactants needed to synthesize it. The reactants are: [Cl:1][C:2]1[CH:3]=[CH:4][C:5]([C:42]#[N:43])=[C:6]([C:8]2[C:13]([O:14][CH3:15])=[CH:12][N:11]([CH:16]([CH2:34][C@@H:35]3[CH2:40][CH2:39][CH2:38][CH2:37][O:36]3)[C:17]([NH:19][C:20]3[CH:21]=[CH:22][C:23]4[N:24]([CH:26]=[C:27]([C:29]([O:31]CC)=[O:30])[N:28]=4)[CH:25]=3)=[O:18])[C:10](=[O:41])[CH:9]=2)[CH:7]=1.[OH-].[Li+]. (5) Given the product [F:5][C:6]1[CH:13]=[CH:12][C:11]([OH:14])=[CH:10][C:7]=1[CH:8]=[O:9], predict the reactants needed to synthesize it. The reactants are: B(Br)(Br)Br.[F:5][C:6]1[CH:13]=[CH:12][C:11]([O:14]C)=[CH:10][C:7]=1[CH:8]=[O:9].O. (6) Given the product [NH2:14][C@@:13]1([C:19]2[CH:24]=[CH:23][C:22]([F:25])=[CH:21][C:20]=2[F:26])[CH2:17][O:18][C@@H:10]([CH2:9][O:8][CH2:1][C:2]2[CH:3]=[CH:4][CH:5]=[CH:6][CH:7]=2)[CH2:11][C@H:12]1[CH2:16][OH:15], predict the reactants needed to synthesize it. The reactants are: [CH2:1]([O:8][CH2:9][C@@H:10]1[O:18][CH2:17][C@:13]2([C:19]3[CH:24]=[CH:23][C:22]([F:25])=[CH:21][C:20]=3[F:26])[NH:14][O:15][CH2:16][C@@H:12]2[CH2:11]1)[C:2]1[CH:7]=[CH:6][CH:5]=[CH:4][CH:3]=1. (7) Given the product [OH:1][C:2]1[CH:3]=[CH:4][C:5]([CH:6]([CH:7]2[C:8](=[O:16])[O:9][C:10]([CH3:15])([CH3:14])[O:11][C:12]2=[O:13])[C:20]#[C:19][CH3:23])=[CH:17][CH:18]=1, predict the reactants needed to synthesize it. The reactants are: [OH:1][C:2]1[CH:18]=[CH:17][C:5]([CH:6]=[C:7]2[C:12](=[O:13])[O:11][C:10]([CH3:15])([CH3:14])[O:9][C:8]2=[O:16])=[CH:4][CH:3]=1.[CH2:19]1[CH2:23]OC[CH2:20]1. (8) The reactants are: [Cl:1][C:2]1[CH:3]=[C:4]([C@H:8]2[CH2:12][CH2:11][C:10](=O)[CH2:9]2)[CH:5]=[CH:6][CH:7]=1.C(OC([N:23]([CH3:25])C)N(C)C)(C)(C)C.O.[NH2:27]N. Given the product [Cl:1][C:2]1[CH:3]=[C:4]([C@@H:8]2[C:9]3[CH:25]=[N:23][NH:27][C:10]=3[CH2:11][CH2:12]2)[CH:5]=[CH:6][CH:7]=1, predict the reactants needed to synthesize it. (9) Given the product [N+:1]([C:4]1[CH:8]=[CH:7][N:6]([CH2:12][CH2:13][C:14]2[CH:19]=[CH:18][CH:17]=[CH:16][CH:15]=2)[N:5]=1)([O-:3])=[O:2], predict the reactants needed to synthesize it. The reactants are: [N+:1]([C:4]1[CH:8]=[CH:7][NH:6][N:5]=1)([O-:3])=[O:2].[H-].[Na+].Br[CH2:12][CH2:13][C:14]1[CH:19]=[CH:18][CH:17]=[CH:16][CH:15]=1. (10) Given the product [N:28]1[C:29]2[NH:30][CH2:31][CH2:32][CH2:33][C:34]=2[CH:35]=[CH:36][C:27]=1[CH2:26][CH2:25][O:24][C:21]1[CH:22]=[CH:23][C:18]([CH2:17][C@@H:16]([C:37]([O:39][CH3:40])=[O:38])[NH2:15])=[N:19][CH:20]=1, predict the reactants needed to synthesize it. The reactants are: C(O)(C(F)(F)F)=O.C(OC([NH:15][C@H:16]([C:37]([O:39][CH3:40])=[O:38])[CH2:17][C:18]1[CH:23]=[CH:22][C:21]([O:24][CH2:25][CH2:26][C:27]2[CH:36]=[CH:35][C:34]3[CH2:33][CH2:32][CH2:31][NH:30][C:29]=3[N:28]=2)=[CH:20][N:19]=1)=O)(C)(C)C.